From a dataset of Volume of distribution at steady state (VDss) regression data from Lombardo et al.. Regression/Classification. Given a drug SMILES string, predict its absorption, distribution, metabolism, or excretion properties. Task type varies by dataset: regression for continuous measurements (e.g., permeability, clearance, half-life) or binary classification for categorical outcomes (e.g., BBB penetration, CYP inhibition). For this dataset (vdss_lombardo), we predict log10(VDss) (log10 of volume of distribution in L/kg). (1) The drug is C=C(Br)C(=O)Nc1cc(C(=O)Nc2cc(C(=O)Nc3cc(C(=O)Nc4cc(C(=O)NCCNC(N)=[NH2+])n(C)c4)n(C)c3)n(C)c2)n(C)c1. The log10(VDss) is -0.440. (2) The molecule is COC(=O)CCC1[NH+]=C(c2ccccn2)c2cc(Br)ccc2-n2c(C)cnc21. The log10(VDss) is -0.360. (3) The compound is Cc1cn(C2CC(N=[N+]=N)C(CO)O2)c(=O)[nH]c1=O. The log10(VDss) is 0.260. (4) The molecule is O=P([O-])([O-])C(O)(Cn1ccnc1)P(=O)([O-])O. The log10(VDss) is -0.220. (5) The drug is COc1cc(N)c(Cl)cc1C(=O)NC1CC[NH+](CCCOc2ccc(F)cc2)CC1OC. The log10(VDss) is 0.0800.